From a dataset of Reaction yield outcomes from USPTO patents with 853,638 reactions. Predict the reaction yield, written as a fraction of the theoretical maximum amount of product (1.0 means a 100% yield; for example, 0.34 means a 34% yield). The reactants are Cl[C:2]1[CH:7]=[C:6]([Cl:8])[N:5]=[N:4][C:3]=1[C:9]([O:11][CH2:12][CH3:13])=[O:10].Cl.Cl.[CH3:16][N:17]1[C:21]2[CH:22]=[CH:23][CH:24]=[C:25]([NH2:26])[C:20]=2[N:19]=[CH:18]1.CCN(C(C)C)C(C)C. The catalyst is C(#N)C. The product is [Cl:8][C:6]1[N:5]=[N:4][C:3]([C:9]([O:11][CH2:12][CH3:13])=[O:10])=[C:2]([NH:26][C:25]2[C:20]3[N:19]=[CH:18][N:17]([CH3:16])[C:21]=3[CH:22]=[CH:23][CH:24]=2)[CH:7]=1. The yield is 0.610.